From a dataset of Forward reaction prediction with 1.9M reactions from USPTO patents (1976-2016). Predict the product of the given reaction. (1) Given the reactants [Cl:1][C:2]1[CH:28]=[CH:27][CH:26]=[C:25]([Cl:29])[C:3]=1[C:4]([NH:6][C@H:7]([C:21]([O:23][CH3:24])=[O:22])[CH2:8][C:9]1[CH:14]=[CH:13][C:12]([C:15]2[CH2:16][CH2:17][NH:18][CH2:19][CH:20]=2)=[CH:11][CH:10]=1)=[O:5].[C:30]1(B(O)O)[CH:35]=[CH:34][CH:33]=[CH:32][CH:31]=1.N1C(C)=CC=CC=1C, predict the reaction product. The product is: [Cl:1][C:2]1[CH:28]=[CH:27][CH:26]=[C:25]([Cl:29])[C:3]=1[C:4]([NH:6][C@H:7]([C:21]([O:23][CH3:24])=[O:22])[CH2:8][C:9]1[CH:10]=[CH:11][C:12]([C:15]2[CH2:20][CH2:19][N:18]([C:30]3[CH:35]=[CH:34][CH:33]=[CH:32][CH:31]=3)[CH2:17][CH:16]=2)=[CH:13][CH:14]=1)=[O:5]. (2) Given the reactants Br[C:2]1[CH:9]=[CH:8][CH:7]=[C:6]([F:10])[C:3]=1[CH:4]=[O:5].C(N([CH2:16][CH3:17])CC)C.[CH3:18]N(C)C=O, predict the reaction product. The product is: [F:10][C:6]1[CH:7]=[CH:8][CH:9]=[C:2]([C:18]#[C:16][CH3:17])[C:3]=1[CH:4]=[O:5]. (3) Given the reactants [CH2:1]1[CH2:6][CH2:5][C:4]([CH2:11][NH2:12])([CH2:7][C:8]([OH:10])=[O:9])[CH2:3][CH2:2]1.Cl.S(=O)=O.O=O, predict the reaction product. The product is: [CH2:1]1[CH2:2][CH2:3][C:4]([CH2:11][NH2:12])([CH2:7][C:8]([OH:10])=[O:9])[CH2:5][CH2:6]1. (4) Given the reactants [Cl:1][C:2]1[C:7]([CH2:8][NH:9][CH2:10][C@@H:11]([C:13]2[CH:18]=[CH:17][CH:16]=[CH:15][CH:14]=2)[OH:12])=[CH:6][CH:5]=[C:4]([Cl:19])[N:3]=1.C=O.[C:22](O)(=O)C, predict the reaction product. The product is: [Cl:1][C:2]1[C:7]([CH2:8][N:9]([CH3:22])[CH2:10][C@@H:11]([C:13]2[CH:14]=[CH:15][CH:16]=[CH:17][CH:18]=2)[OH:12])=[CH:6][CH:5]=[C:4]([Cl:19])[N:3]=1. (5) The product is: [CH3:1][O:2][C:3]1[C:4]([C:5]([NH:26][CH:27]2[CH2:32][CH2:31][CH:30]([O:33][C:34](=[O:36])[CH3:35])[CH2:29][CH:28]2[C:37]2[CH:42]=[CH:41][C:40]([O:43][CH3:44])=[C:39]([O:45][CH2:46][CH3:47])[CH:38]=2)=[O:7])=[CH:8][CH:9]=[C:10]([O:12][CH3:13])[N:11]=1. Given the reactants [CH3:1][O:2][C:3]1[N:11]=[C:10]([O:12][CH3:13])[CH:9]=[CH:8][C:4]=1[C:5]([OH:7])=O.Cl.C(N=C=NCCCN(C)C)C.[NH2:26][CH:27]1[CH2:32][CH2:31][CH:30]([O:33][C:34](=[O:36])[CH3:35])[CH2:29][CH:28]1[C:37]1[CH:42]=[CH:41][C:40]([O:43][CH3:44])=[C:39]([O:45][CH2:46][CH3:47])[CH:38]=1, predict the reaction product. (6) Given the reactants [N+:1]([C:4]1[CH:9]=[CH:8][C:7]([C:10]2[N:15]=[C:14]3[N:16]([CH2:19][C:20]([F:23])([F:22])[F:21])[N:17]=[CH:18][C:13]3=[C:12](O)[N:11]=2)=[CH:6][CH:5]=1)([O-:3])=[O:2].P(Cl)(Cl)([Cl:27])=O, predict the reaction product. The product is: [Cl:27][C:12]1[N:11]=[C:10]([C:7]2[CH:8]=[CH:9][C:4]([N+:1]([O-:3])=[O:2])=[CH:5][CH:6]=2)[N:15]=[C:14]2[N:16]([CH2:19][C:20]([F:23])([F:22])[F:21])[N:17]=[CH:18][C:13]=12. (7) Given the reactants [CH2:1]([N:3]([C:29](=O)[C:30]1[CH:35]=[CH:34][C:33]([OH:36])=[C:32]([F:37])[CH:31]=1)[C:4]1[CH:9]=[C:8]([O:10][CH3:11])[CH:7]=[CH:6][C:5]=1[CH:12]1[CH2:21][CH2:20][C:19]2[CH:18]=[C:17]([O:22]C(=O)C(C)(C)C)[CH:16]=[CH:15][C:14]=2[CH2:13]1)[CH3:2].C(O[C:44]([N:46]1[CH2:52][CH2:51][CH2:50][N:49]([C:53](=O)[CH2:54]Cl)[CH2:48][CH2:47]1)=O)(C)(C)C, predict the reaction product. The product is: [CH2:1]([N:3]([CH2:29][C:30]1[CH:35]=[CH:34][C:33]([O:36][CH2:54][CH2:53][N:49]2[CH2:50][CH2:51][CH2:52][N:46]([CH3:44])[CH2:47][CH2:48]2)=[C:32]([F:37])[CH:31]=1)[C:4]1[CH:9]=[C:8]([O:10][CH3:11])[CH:7]=[CH:6][C:5]=1[CH:12]1[CH2:21][CH2:20][C:19]2[CH:18]=[C:17]([OH:22])[CH:16]=[CH:15][C:14]=2[CH2:13]1)[CH3:2]. (8) Given the reactants [Cl:1][C:2]1[C:3]([NH:11][C:12]2[CH:17]=[CH:16][C:15]([I:18])=[CH:14][C:13]=2[F:19])=[C:4]([CH:8]=[CH:9][N:10]=1)[C:5]([OH:7])=O.[CH3:20][C:21]1([CH3:29])[O:25][C@@H:24]([CH2:26][O:27][NH2:28])[CH2:23][O:22]1, predict the reaction product. The product is: [Cl:1][C:2]1[C:3]([NH:11][C:12]2[CH:17]=[CH:16][C:15]([I:18])=[CH:14][C:13]=2[F:19])=[C:4]([CH:8]=[CH:9][N:10]=1)[C:5]([NH:28][O:27][CH2:26][C@H:24]1[CH2:23][O:22][C:21]([CH3:29])([CH3:20])[O:25]1)=[O:7]. (9) Given the reactants [CH2:1]([O:3][C@@H:4]([CH2:10][C:11]1[CH:16]=[CH:15][C:14]([O:17][CH2:18][CH2:19][N:20]2[C:29]3[C:24](=[CH:25][C:26]([C:30](=[N:37][O:38][CH3:39])[C:31]4[CH:36]=[CH:35][CH:34]=[CH:33][CH:32]=4)=[CH:27][CH:28]=3)[C:23]([CH3:41])([CH3:40])[CH2:22][CH2:21]2)=[CH:13][CH:12]=1)[C:5]([O:7]CC)=[O:6])[CH3:2].[OH-].[Li+].Cl, predict the reaction product. The product is: [CH2:1]([O:3][C@@H:4]([CH2:10][C:11]1[CH:12]=[CH:13][C:14]([O:17][CH2:18][CH2:19][N:20]2[C:29]3[C:24](=[CH:25][C:26]([C:30](=[N:37][O:38][CH3:39])[C:31]4[CH:36]=[CH:35][CH:34]=[CH:33][CH:32]=4)=[CH:27][CH:28]=3)[C:23]([CH3:40])([CH3:41])[CH2:22][CH2:21]2)=[CH:15][CH:16]=1)[C:5]([OH:7])=[O:6])[CH3:2].